This data is from Forward reaction prediction with 1.9M reactions from USPTO patents (1976-2016). The task is: Predict the product of the given reaction. (1) Given the reactants [N:1]([C:4]1[CH:9]=[C:8]([CH2:10][C:11]([O:13][CH2:14][CH3:15])=[O:12])[CH:7]=[CH:6][C:5]=1[C:16]1[CH:21]=[CH:20][CH:19]=[CH:18][CH:17]=1)=[C:2]=[O:3].[OH:22][C@H:23]1[CH2:28][CH2:27][C@H:26]([NH:29][C:30](=[O:36])[O:31][C:32]([CH3:35])([CH3:34])[CH3:33])[CH2:25][CH2:24]1, predict the reaction product. The product is: [C:32]([O:31][C:30]([NH:29][C@H:26]1[CH2:27][CH2:28][C@H:23]([O:22][C:2]([NH:1][C:4]2[CH:9]=[C:8]([CH2:10][C:11]([O:13][CH2:14][CH3:15])=[O:12])[CH:7]=[CH:6][C:5]=2[C:16]2[CH:21]=[CH:20][CH:19]=[CH:18][CH:17]=2)=[O:3])[CH2:24][CH2:25]1)=[O:36])([CH3:33])([CH3:35])[CH3:34]. (2) Given the reactants [CH2:1]=C1CN(C(OC(C)(C)C)=O)C1.[CH2:13]1[C:18]2([O:23][CH2:22][CH2:21][CH2:20][O:19]2)[CH2:17][CH2:16][C:15](=O)[CH2:14]1, predict the reaction product. The product is: [CH2:1]=[C:15]1[CH2:16][CH2:17][C:18]2([O:23][CH2:22][CH2:21][CH2:20][O:19]2)[CH2:13][CH2:14]1. (3) Given the reactants [Br-:1].ClC[CH2:4][CH2:5][CH2:6][N+:7]([CH2:10][CH2:11][CH2:12][CH2:13][CH2:14][CH2:15][CH2:16][CH2:17][CH2:18][CH2:19][CH2:20][CH3:21])([CH3:9])[CH3:8].[Br-].[Cl:23]CCCCCC[N+](CCCCCCCCCCCC)(C)C.C(N(C)C)CCCCCCCCCCC, predict the reaction product. The product is: [Br-:1].[Cl:23][CH2:4][CH2:5][CH2:6][N+:7]([CH2:10][CH2:11][CH2:12][CH2:13][CH2:14][CH2:15][CH2:16][CH2:17][CH2:18][CH2:19][CH2:20][CH3:21])([CH3:9])[CH3:8]. (4) Given the reactants [OH-].[Li+].[Cl:3][C:4]1[C:9](=[O:10])[N:8]([CH2:11][C:12]2[CH:17]=[CH:16][C:15]([O:18][CH3:19])=[CH:14][CH:13]=2)[CH:7]=[C:6]([C:20]([O:22]C)=[O:21])[C:5]=1[C:24]([O:26][CH3:27])=[O:25].O.Cl, predict the reaction product. The product is: [CH3:19][O:18][C:15]1[CH:14]=[CH:13][C:12]([CH2:11][N:8]2[CH:7]=[C:6]([C:20]([OH:22])=[O:21])[C:5]([C:24]([O:26][CH3:27])=[O:25])=[C:4]([Cl:3])[C:9]2=[O:10])=[CH:17][CH:16]=1.